The task is: Regression. Given a peptide amino acid sequence and an MHC pseudo amino acid sequence, predict their binding affinity value. This is MHC class I binding data.. This data is from Peptide-MHC class I binding affinity with 185,985 pairs from IEDB/IMGT. The peptide sequence is FLSHKIHVI. The MHC is HLA-B08:01 with pseudo-sequence HLA-B08:01. The binding affinity (normalized) is 0.587.